Dataset: Full USPTO retrosynthesis dataset with 1.9M reactions from patents (1976-2016). Task: Predict the reactants needed to synthesize the given product. Given the product [O:17]=[C:12]1[CH2:13][CH2:14][CH2:15][C:16]2[C:7]([C:20]#[N:21])=[CH:8][CH:9]=[CH:10][C:11]1=2, predict the reactants needed to synthesize it. The reactants are: FC(F)(F)S(O[C:7]1[C:16]2[CH2:15][CH2:14][CH2:13][C:12](=[O:17])[C:11]=2[CH:10]=[CH:9][CH:8]=1)(=O)=O.[CH3:20][N:21](C=O)C.